This data is from Forward reaction prediction with 1.9M reactions from USPTO patents (1976-2016). The task is: Predict the product of the given reaction. (1) Given the reactants [Cl:1][C:2]1[CH:7]=[CH:6][C:5]([S:8]([CH:11]([C:20]2[CH:25]=[C:24]([F:26])[CH:23]=[CH:22][C:21]=2[F:27])[CH2:12][CH2:13][O:14][CH2:15][CH2:16][O:17]C=C)(=[O:10])=[O:9])=[CH:4][CH:3]=1, predict the reaction product. The product is: [Cl:1][C:2]1[CH:3]=[CH:4][C:5]([S:8]([CH:11]([C:20]2[CH:25]=[C:24]([F:26])[CH:23]=[CH:22][C:21]=2[F:27])[CH2:12][CH2:13][O:14][CH2:15][CH2:16][OH:17])(=[O:10])=[O:9])=[CH:6][CH:7]=1. (2) The product is: [C:1]([O:5][C:6]([N:8]1[CH2:20][C@@H:19]([CH3:21])[N:18]2[C@H:10]([CH2:11][C:12]3[C:17]2=[N:16][C:15]([CH:22]=[O:23])=[CH:14][CH:13]=3)[CH2:9]1)=[O:7])([CH3:3])([CH3:2])[CH3:4]. Given the reactants [C:1]([O:5][C:6]([N:8]1[CH2:20][C@@H:19]([CH3:21])[N:18]2[C@H:10]([CH2:11][C:12]3[C:17]2=[N:16][C:15]([CH2:22][OH:23])=[CH:14][CH:13]=3)[CH2:9]1)=[O:7])([CH3:4])([CH3:3])[CH3:2].C([Li])(C)(C)C.CN(C)C=O.C(O)(=O)CC(CC(O)=O)(C(O)=O)O, predict the reaction product. (3) Given the reactants [Cl:1][C:2]1[C:3]([O:25][C@H:26]2[CH2:30][CH2:29][CH2:28][C@@H:27]2[C:31]2[N:35]([CH3:36])[N:34]=[CH:33][CH:32]=2)=[CH:4][C:5]([F:24])=[C:6]([S:8]([N:11]([C:19]2[N:20]=[CH:21][S:22][CH:23]=2)C(=O)OC(C)(C)C)(=[O:10])=[O:9])[CH:7]=1.FC(F)(F)C(O)=O, predict the reaction product. The product is: [Cl:1][C:2]1[C:3]([O:25][C@H:26]2[CH2:30][CH2:29][CH2:28][C@@H:27]2[C:31]2[N:35]([CH3:36])[N:34]=[CH:33][CH:32]=2)=[CH:4][C:5]([F:24])=[C:6]([S:8]([NH:11][C:19]2[N:20]=[CH:21][S:22][CH:23]=2)(=[O:10])=[O:9])[CH:7]=1.